Task: Binary Classification. Given a miRNA mature sequence and a target amino acid sequence, predict their likelihood of interaction.. Dataset: Experimentally validated miRNA-target interactions with 360,000+ pairs, plus equal number of negative samples (1) The miRNA is hsa-miR-146a-5p with sequence UGAGAACUGAAUUCCAUGGGUU. The protein sequence of the target gene is MAPPGLPLWLLSTALLSLLAGSSAFLSHPRLKGRFQRDRRNIRPNIILVLTDDQDVELGSMQVMNKTRRIMEQGGAHFINAFVTTPMCCPSRSSILTGKYVHNHNTYTNNENCSSPSWQAQHESRTFAVYLNSTGYRTAFFGKYLNEYNGSYVPPGWKEWVGLLKNSRFYNYTLCRNGVKEKHGSDYSTDYLTDLITNDSVSFFRTSKKMYPHRPVLMVISHAAPHGPEDSAPQYSRLFPNASQHITPSYNYAPNPDKHWIMRYTGPMKPIHMEFTNMLQRKRLQTLMSVDDSMETIYDM.... Result: 0 (no interaction). (2) The miRNA is hsa-miR-378g with sequence ACUGGGCUUGGAGUCAGAAG. The protein sequence of the target gene is MPERELWPAGTGSEPVTRVGSCDSMMSSTSTRSGSSDSSYDFLSTEEKECLLFLEETIGSLDTEADSGLSTDESEPATTPRGFRALPITQPTPRGGPEETITQQGRTPRTVTESSSSHPPEPQGLGLRSGSYSLPRNIHIARSQNFRKSTTQASSHNPGEPGRLAPEPEKEQVSQSSQPRQAPASPQEAALDLDVVLIPPPEAFRDTQPEQCREASLPEGPGQQGHTPQLHTPSSSQEREQTPSEAMSQKAKETVSTRYTQPQPPPAGLPQNARAEDAPLSSGEDPNSRLAPLTTPKPRK.... Result: 0 (no interaction). (3) The miRNA is hsa-miR-450b-5p with sequence UUUUGCAAUAUGUUCCUGAAUA. The protein sequence of the target gene is MSSGADGGGGAAVAARSDKGSPGEDGFVPSALGTREHWDAVYERELQTFREYGDTGEIWFGEESMNRLIRWMQKHKIPLDASVLDIGTGNGVFLVELAKFGFSNITGIDYSPSAIQLSGSIIEKEGLSNIKLKVEDFLNLSTQLSGFHICIDKGTFDAISLNPDNAIEKRKQYVKSLSRVLKVKGFFLITSCNWTKEELLNEFSEGWSTVAGFWLTAALTSWAQAIFSTSASRVGGTTGTHHHAWIIFVFLAETRFCHVVQAGLELLGSSDSPTWPPKVLGLYHARPSLAF. Result: 1 (interaction). (4) The miRNA is hsa-miR-7974 with sequence AGGCUGUGAUGCUCUCCUGAGCCC. The protein sequence of the target gene is MSKPPPKPVKPGQVKVFRALYTFEPRTPDELYFEEGDIIYITDMSDTNWWKGTSKGRTGLIPSNYVAEQAESIDNPLHEAAKRGNLSWLRECLDNRVGVNGLDKAGSTALYWACHGGHKDIVEMLFTQPNIELNQQNKLGDTALHAAAWKGYADIVQLLLAKGARTDLRNIEKKLAFDMATNAACASLLKKKQGTDAVRTLSNAEDYLDDEDSD. Result: 0 (no interaction). (5) The protein sequence of the target gene is MASCVGSRTLSKDDVNYKMHFRMINEQQVEDITIDFFYRPHTITLLSFTIVSLMYFAFTRDDSVPEDNIWRGILSVIFFFLIISVLAFPNGPFTRPHPALWRMVFGLSVLYFLFLVFLLFLNFEQVKSLMYWLDPNLRYATREADVMEYAVNCHVITWERIISHFDIFAFGHFWGWAMKALLIRSYGLCWTISITWELTELFFMHLLPNFAECWWDQVILDILLCNGGGIWLGMVVCRFLEMRTYHWASFKDIHTTTGKIKRAVLQFTPASWTYVRWFDPKSSFQRVAGVYLFMIIWQLT.... Result: 0 (no interaction). The miRNA is mmu-miR-1943-5p with sequence AAGGGAGGAUCUGGGCACCUGGA. (6) The miRNA is hsa-miR-6894-5p with sequence AGGAGGAUGGAGAGCUGGGCCAGA. The protein sequence of the target gene is MAAETRNVAGAEAPPPQKRYYRQRAHSNPMADHTLRYPVKPEEMDWSELYPEFFAPLTQNQSHDDPKDKKEKRAQAQVEFADIGCGYGGLLVELSPLFPDTLILGLEIRVKVSDYVQDRIRALRAAPAGGFQNIACLRSNAMKHLPNFFYKGQLTKMFFLFPDPHFKRTKHKWRIISPTLLAEYAYVLRVGGLVYTITDVLELHDWMCTHFEEHPLFERVPLEDLSEDPVVGHLGTSTEEGKKVLRNGGKNFPAIFRRIQDPVLQAVTSQTSLPGH. Result: 1 (interaction). (7) The miRNA is mmu-miR-24-1-5p with sequence GUGCCUACUGAGCUGAUAUCAGU. The protein sequence of the target gene is MNILAPVRRDRVLAELPQCLRKEAALHGHKDFHPRVTCACQEHRTGTVGFKISKVIVVGDLSVGKTCLINRFCKDTFDKNYKATIGVDFEMERFEVLGIPFSLQLWDTAGQERFKCIASTYYRGAQAIIIVFNLNDVASLEHTKQWLADALKENDPSSVLLFLVGSKKDLSTPAQYALMEKDALQVAQEMKAEYWAVSSLTGENVREFFFRVAALTFEANVLAELEKSGARRIGDVVRINSDDSNLYLTASKKKPTCCP. Result: 0 (no interaction). (8) Result: 1 (interaction). The miRNA is hsa-miR-8485 with sequence CACACACACACACACACGUAU. The protein sequence of the target gene is MGDKKDDKDSPKKNKGKERRDLDDLKKEVAMTEHKMSVEEVCRKYNTDCVQGLTHSKAQEILARDGPNALTPPPTTPEWVKFCRQLFGGFSILLWIGAILCFLAYGIQAGTEDDPSGDNLYLGIVLAAVVIITGCFSYYQEAKSSKIMESFKNMVPQQALVIREGEKMQVNAEEVVVGDLVEIKGGDRVPADLRIISAHGCKVDNSSLTGESEPQTRSPDCTHDNPLETRNITFFSTNCVEGTARGVVVATGDRTVMGRIATLASGLEVGKTPIAIEIEHFIQLITGVAVFLGVSFFILS.... (9) The miRNA is mmu-miR-466f with sequence ACGUGUGUGUGCAUGUGCAUGU. The protein sequence of the target gene is MLVTAYLAFVGLLASCLGLELSRCRAKPPGRACSNPSFLRFQLDFYQVYFLALAADWLQAPYLYKLYQHYYFLEGQIAILYVCGLASTVLFGLVASSLVDWLGRKNSCVLFSLTYSLCCLTKLSQDYFVLLVGRALGGLSTALLFSAFEAWYIHEHVERHDFPAEWIPATFARAAFWNHVLAVVAGVAAEAVASWIGLGPVAPFVAAIPLLALAGALALRNWGENYDRQRAFSRTCAGGLRCLLSDRRVLLLGTIQALFESVIFIFVFLWTPVLDPHGAPLGIIFSSFMAASLLGSSLYR.... Result: 0 (no interaction). (10) The miRNA is hsa-miR-548bb-3p with sequence CAAAAACCAUAGUUACUUUUGC. The protein sequence of the target gene is MKAADEPAYLTVGTDVSAKYRGAFCEAKIKTVKRLVKVKVLLKQDNTTQLVQDDQVKGPLRVGAIVETRTSDGSFQEAIISKLTDASWYTVVFDDGDERTLRRTSLCLKGERHFAESETLDQLPLTNPEHFGTPVIAKKTNRGRRSSLPVTEDEKEEESSEEEDEDKRRLNDELLGKVVSVVSATERTEWYPALVISPSCNDDITVKKDQCLVRSFIDSKFYSIARKDIKEVDILNLPESELSTKPGLQKASIFLKTRVVPDNWKMDISEILESSSSDDEDGPAEENDEEKEKEAKKTEE.... Result: 1 (interaction).